This data is from Catalyst prediction with 721,799 reactions and 888 catalyst types from USPTO. The task is: Predict which catalyst facilitates the given reaction. (1) Product: [Br:4][C:5]1[CH:10]=[N:9][C:8]([N:11]2[C:19]3[C:14](=[CH:15][CH:16]=[C:17]([C:20]([OH:22])=[O:21])[CH:18]=3)[C:13]([S:24][CH3:25])=[N:12]2)=[N:7][CH:6]=1. Reactant: O.[OH-].[Li+].[Br:4][C:5]1[CH:6]=[N:7][C:8]([N:11]2[C:19]3[C:14](=[CH:15][CH:16]=[C:17]([C:20]([O:22]C)=[O:21])[CH:18]=3)[C:13]([S:24][CH3:25])=[N:12]2)=[N:9][CH:10]=1.O. The catalyst class is: 1. (2) Product: [N:30]([C:5]1[CH:9]=[CH:10][C:2]([CH3:1])=[N:3][CH:4]=1)=[C:33]=[O:18]. Reactant: [CH3:1][C:2]1[CH:10]=[CH:9][C:5](C(O)=O)=[CH:4][N:3]=1.C1(P(N=[N+]=[N-])(C2C=CC=CC=2)=[O:18])C=CC=CC=1.C([N:30]([CH2:33]C)CC)C. The catalyst class is: 11. (3) Reactant: Br[C:2]1[C:15]2[C:16]3=[C:17]4[C:12](=[CH:13][CH:14]=2)[CH:11]=[CH:10][C:9](Br)=[C:8]4[CH:7]=[CH:6][C:5]3=[CH:4][CH:3]=1.[CH:19]1[C:28]2[C:23](=[CH:24][CH:25]=[CH:26][CH:27]=2)[CH:22]=[CH:21][C:20]=1B(O)O.[C:32]1([CH3:38])[CH:37]=[CH:36][CH:35]=[CH:34][CH:33]=1.C(=O)([O-])[O-].[Na+].[Na+].O1C[CH2:48][CH2:47][CH2:46]1. Product: [CH:19]1[C:28]2[C:23](=[CH:24][CH:25]=[CH:26][CH:27]=2)[CH:22]=[CH:21][C:20]=1[C:2]1[C:15]2[C:16]3=[C:17]4[C:12](=[CH:13][CH:14]=2)[CH:11]=[CH:10][C:9]([C:34]2[CH:35]=[CH:36][C:37]5[C:32](=[CH:38][CH:46]=[CH:47][CH:48]=5)[CH:33]=2)=[C:8]4[CH:7]=[CH:6][C:5]3=[CH:4][CH:3]=1. The catalyst class is: 73. (4) The catalyst class is: 3. Reactant: Cl.[NH:2]1[C:10]2[CH2:9][CH2:8][NH:7][CH2:6][C:5]=2[C:4]([NH:11][C:12]2[CH:13]=[C:14]([CH:19]=[CH:20][CH:21]=2)[C:15]([O:17][CH3:18])=[O:16])=[N:3]1.[C:22](OC(=O)C)(=[O:24])[CH3:23]. Product: [C:22]([N:7]1[CH2:8][CH2:9][C:10]2[NH:2][N:3]=[C:4]([NH:11][C:12]3[CH:13]=[C:14]([CH:19]=[CH:20][CH:21]=3)[C:15]([O:17][CH3:18])=[O:16])[C:5]=2[CH2:6]1)(=[O:24])[CH3:23].